From a dataset of Forward reaction prediction with 1.9M reactions from USPTO patents (1976-2016). Predict the product of the given reaction. (1) Given the reactants C(=O)([O-])[O-].[K+].[K+].CN[C@@H]1CCCC[C@H]1NC.[NH:17]1[CH2:21][CH2:20][CH2:19][C:18]1=[O:22].Br[C:24]1[CH:29]=[CH:28][CH:27]=[CH:26][C:25]=1[CH2:30][N:31]1[C@H:36]([CH:37]([CH2:40][CH3:41])[CH2:38][CH3:39])[C:35](=[O:42])[NH:34][C@H:33]([CH:43]2[CH2:51][C:50]3[C:45](=[CH:46][CH:47]=[CH:48][CH:49]=3)[CH2:44]2)[C:32]1=[O:52], predict the reaction product. The product is: [CH2:44]1[C:45]2[C:50](=[CH:49][CH:48]=[CH:47][CH:46]=2)[CH2:51][CH:43]1[C@H:33]1[NH:34][C:35](=[O:42])[C@@H:36]([CH:37]([CH2:40][CH3:41])[CH2:38][CH3:39])[N:31]([CH2:30][C:25]2[CH:24]=[CH:29][CH:28]=[CH:27][C:26]=2[N:17]2[CH2:21][CH2:20][CH2:19][C:18]2=[O:22])[C:32]1=[O:52]. (2) The product is: [OH:11][C:8]1[CH:7]=[C:3]2[C:2](=[CH:10][CH:9]=1)[N:1]=[CH:12][N:13]([CH3:14])[C:4]2=[O:5]. Given the reactants [NH2:1][C:2]1[CH:10]=[CH:9][C:8]([OH:11])=[CH:7][C:3]=1[C:4](O)=[O:5].[CH3:12][NH:13][CH:14]=O, predict the reaction product. (3) Given the reactants [Cl:1][C:2]1[CH:7]=[CH:6][CH:5]=[C:4]([F:8])[C:3]=1[CH3:9].[Br:10]Br, predict the reaction product. The product is: [Br:10][C:7]1[C:2]([Cl:1])=[C:3]([CH3:9])[C:4]([F:8])=[CH:5][CH:6]=1. (4) Given the reactants Br[C:2]1[CH:3]=[C:4]2[C:9](=[CH:10][CH:11]=1)[N:8]=[CH:7][CH:6]=[CH:5]2.[CH2:12]([Li])[CH2:13][CH2:14][CH3:15].Br[C:18]1[CH:19]=[C:20]([C:25]2[N:30]=[C:29]([C:31]3[CH:36]=[CH:35][C:34]([CH3:37])=[CH:33][CH:32]=3)[CH:28]=[C:27]([C:38]3[CH:43]=[CH:42][C:41]([CH3:44])=[CH:40][CH:39]=3)[N:26]=2)[CH:21]=[C:22](Br)[CH:23]=1, predict the reaction product. The product is: [N:8]1[C:9]2[C:4](=[CH:3][C:2]([C:18]3[CH:19]=[C:20]([C:25]4[N:30]=[C:29]([C:31]5[CH:36]=[CH:35][C:34]([CH3:37])=[CH:33][CH:32]=5)[CH:28]=[C:27]([C:38]5[CH:43]=[CH:42][C:41]([CH3:44])=[CH:40][CH:39]=5)[N:26]=4)[CH:21]=[C:22]([C:13]4[CH:14]=[C:15]5[C:9](=[CH:4][CH:12]=4)[N:8]=[CH:7][CH:6]=[CH:5]5)[CH:23]=3)=[CH:11][CH:10]=2)[CH:5]=[CH:6][CH:7]=1. (5) Given the reactants [F:1][C:2]1[CH:7]=[C:6]([F:8])[CH:5]=[CH:4][C:3]=1[C:9]([OH:32])([CH2:26][N:27]1[CH:31]=[N:30][CH:29]=[N:28]1)[CH2:10][N:11]1[CH:15]=[C:14]([CH2:16][O:17][C:18]2[CH:25]=[CH:24][C:21]([CH:22]=O)=[CH:20][CH:19]=2)[N:13]=[N:12]1.[CH3:33][O:34][C:35]1[CH:40]=[CH:39][C:38]([C:41](=[O:43])[CH3:42])=[CH:37][CH:36]=1.[OH-].[Na+], predict the reaction product. The product is: [F:1][C:2]1[CH:7]=[C:6]([F:8])[CH:5]=[CH:4][C:3]=1[C:9]([OH:32])([CH2:26][N:27]1[CH:31]=[N:30][CH:29]=[N:28]1)[CH2:10][N:11]1[CH:15]=[C:14]([CH2:16][O:17][C:18]2[CH:19]=[CH:20][C:21](/[CH:22]=[CH:42]/[C:41]([C:38]3[CH:39]=[CH:40][C:35]([O:34][CH3:33])=[CH:36][CH:37]=3)=[O:43])=[CH:24][CH:25]=2)[N:13]=[N:12]1.